Dataset: Full USPTO retrosynthesis dataset with 1.9M reactions from patents (1976-2016). Task: Predict the reactants needed to synthesize the given product. (1) Given the product [F:1][C:2]1[C:3]([C:21]2[CH:26]=[CH:25][CH:24]=[CH:23][CH:22]=2)=[C:4]([F:20])[C:5]([O:18][CH3:19])=[C:6]2[C:7]=1[C:8](=[O:9])[NH:10][CH:12]=[N:11]2, predict the reactants needed to synthesize it. The reactants are: [F:1][C:2]1[C:7]([C:8]([NH2:10])=[O:9])=[C:6]([NH:11][C:12](=O)C(C)(C)C)[C:5]([O:18][CH3:19])=[C:4]([F:20])[C:3]=1[C:21]1[CH:26]=[CH:25][CH:24]=[CH:23][CH:22]=1.C1(C)C=CC(S(O)(=O)=O)=CC=1. (2) Given the product [Cl:1][C:2]1[CH:7]=[CH:6][C:5]([N:8]([CH2:34][CH3:35])[CH2:9][CH2:10][N:11]([CH2:37][CH3:38])[CH2:12][CH2:13][CH:14]=[C:15]2[C:21]3[CH:22]=[CH:23][CH:24]=[N:25][C:20]=3[CH2:19][O:18][C:17]3[CH:26]=[CH:27][C:28]([C:30]([OH:33])([CH3:31])[CH3:32])=[CH:29][C:16]2=3)=[CH:4][CH:3]=1, predict the reactants needed to synthesize it. The reactants are: [Cl:1][C:2]1[CH:7]=[CH:6][C:5]([NH:8][CH2:9][CH2:10][NH:11][CH2:12][CH2:13][CH:14]=[C:15]2[C:21]3[CH:22]=[CH:23][CH:24]=[N:25][C:20]=3[CH2:19][O:18][C:17]3[CH:26]=[CH:27][C:28]([C:30]([OH:33])([CH3:32])[CH3:31])=[CH:29][C:16]2=3)=[CH:4][CH:3]=1.[CH:34](=O)[CH3:35].[C:37](O[BH-](OC(=O)C)OC(=O)C)(=O)[CH3:38].[Na+].C(O)(=O)C.